This data is from Full USPTO retrosynthesis dataset with 1.9M reactions from patents (1976-2016). The task is: Predict the reactants needed to synthesize the given product. (1) Given the product [CH3:20][N:18]1[CH2:17][CH:16]2[NH:11][CH:12]([CH2:13][O:14][CH2:15]2)[CH2:19]1, predict the reactants needed to synthesize it. The reactants are: C(OC([N:11]1[CH:16]2[CH2:17][NH:18][CH2:19][CH:12]1[CH2:13][O:14][CH2:15]2)=O)C1C=CC=CC=1.[CH2:20]=O.[BH4-].[Na+]. (2) The reactants are: [Br:1][C:2]1[CH:3]=[C:4]2[C:10]([C:11](=[O:16])C(Cl)(Cl)Cl)=[CH:9][NH:8][C:5]2=[N:6][CH:7]=1.[NH3:17]. Given the product [Br:1][C:2]1[CH:3]=[C:4]2[C:10]([C:11]([NH2:17])=[O:16])=[CH:9][NH:8][C:5]2=[N:6][CH:7]=1, predict the reactants needed to synthesize it. (3) Given the product [CH:1]1([S:4]([C:7]2[CH:12]=[CH:11][C:10]([CH:13]([C:21]3[NH:25][C:24]([C:26]4[S:30][C:29]([CH2:31][N:37]5[CH2:38][CH:35]([OH:34])[CH2:36]5)=[N:28][N:27]=4)=[CH:23][CH:22]=3)[CH2:14][CH:15]3[CH2:20][CH2:19][O:18][CH2:17][CH2:16]3)=[CH:9][CH:8]=2)(=[O:5])=[O:6])[CH2:3][CH2:2]1, predict the reactants needed to synthesize it. The reactants are: [CH:1]1([S:4]([C:7]2[CH:12]=[CH:11][C:10]([CH:13]([C:21]3[NH:25][C:24]([C:26]4[S:30][C:29]([CH:31]=O)=[N:28][N:27]=4)=[CH:23][CH:22]=3)[CH2:14][CH:15]3[CH2:20][CH2:19][O:18][CH2:17][CH2:16]3)=[CH:9][CH:8]=2)(=[O:6])=[O:5])[CH2:3][CH2:2]1.Cl.[OH:34][CH:35]1[CH2:38][NH:37][CH2:36]1.C(O[BH-](OC(=O)C)OC(=O)C)(=O)C.[Na+].C(=O)([O-])O.[Na+].